Predict which catalyst facilitates the given reaction. From a dataset of Catalyst prediction with 721,799 reactions and 888 catalyst types from USPTO. (1) Product: [CH:11]([NH:14][C:15]([C:17]1[C:25]2[C:20](=[N:21][C:22]([NH:26][C:7](=[O:8])[C:3]3[CH:4]=[CH:5][CH:6]=[C:1]([CH3:10])[CH:2]=3)=[CH:23][CH:24]=2)[N:19]([C:27]([CH3:29])([CH3:28])[CH3:30])[N:18]=1)=[O:16])([CH3:13])[CH3:12]. The catalyst class is: 17. Reactant: [C:1]1([CH3:10])[CH:6]=[CH:5][CH:4]=[C:3]([C:7](Cl)=[O:8])[CH:2]=1.[CH:11]([NH:14][C:15]([C:17]1[C:25]2[C:20](=[N:21][C:22]([NH2:26])=[CH:23][CH:24]=2)[N:19]([C:27]([CH3:30])([CH3:29])[CH3:28])[N:18]=1)=[O:16])([CH3:13])[CH3:12]. (2) Reactant: [OH:1][B:2]1[C:6]2[CH:7]=[CH:8][C:9]([O:11][C:12]3[CH:19]=[CH:18][C:15]([C:16]#[N:17])=[CH:14][C:13]=3[CH2:20][N:21]3[CH2:26][CH2:25][O:24][CH2:23][CH2:22]3)=[CH:10][C:5]=2[CH2:4][O:3]1.[ClH:27].O1CCOCC1.C1COCC1. Product: [ClH:27].[C:16]([C:15]1[CH:18]=[CH:19][C:12]([O:11][C:9]2[CH:8]=[CH:7][C:6]3[B:2]([OH:1])[O:3][CH2:4][C:5]=3[CH:10]=2)=[C:13]([CH:14]=1)[CH2:20][N:21]1[CH2:26][CH2:25][O:24][CH2:23][CH2:22]1)#[N:17]. The catalyst class is: 28. (3) Reactant: [OH:1][C:2]1[CH:9]=[CH:8][C:5]([CH:6]=[O:7])=[CH:4][C:3]=1[O:10][CH3:11].C(=O)([O-])[O-].[K+].[K+].Br[CH2:19][C:20]1[CH:25]=[CH:24][C:23]([C:26]([F:29])([F:28])[F:27])=[CH:22][CH:21]=1.O. Product: [CH3:11][O:10][C:3]1[CH:4]=[C:5]([CH:8]=[CH:9][C:2]=1[O:1][CH2:19][C:20]1[CH:21]=[CH:22][C:23]([C:26]([F:27])([F:28])[F:29])=[CH:24][CH:25]=1)[CH:6]=[O:7]. The catalyst class is: 16. (4) Reactant: C1(P(C2C=CC=CC=2)C2(P(C3C=CC=CC=3)C3C=CC=CC=3)CC=C3C(C=CC=C3)=C2C2C3C(=CC=CC=3)C=CC=2)C=CC=CC=1.CC(C)([O-])C.[Na+].Br[C:54]1[CH:55]=[C:56]2[C:65](=[CH:66][CH:67]=1)[C:64](=[O:68])[C:63]1[CH2:62][CH2:61][CH:60]([CH2:69][CH3:70])[CH2:59][C:58]=1[S:57]2.[NH:71]1[CH2:76][CH2:75][CH2:74][CH2:73][CH2:72]1. Product: [CH2:69]([CH:60]1[CH2:59][C:58]2[S:57][C:56]3[C:65](=[CH:66][CH:67]=[C:54]([N:71]4[CH2:76][CH2:75][CH2:74][CH2:73][CH2:72]4)[CH:55]=3)[C:64](=[O:68])[C:63]=2[CH2:62][CH2:61]1)[CH3:70]. The catalyst class is: 187. (5) Reactant: [Br:1][C:2]1[CH:7]=[CH:6][C:5]([C@@H:8]([N:10]2[CH2:15][CH2:14][C@:13]([CH2:22][C:23](O)=[O:24])([C:16]3[CH:21]=[CH:20][CH:19]=[CH:18][CH:17]=3)[O:12][C:11]2=[O:26])[CH3:9])=[CH:4][CH:3]=1.[NH2:27][CH2:28][C:29](=[O:31])[CH3:30].C1C=CC2N(O)N=NC=2C=1.CCN=C=NCCCN(C)C.Cl.CCN(C(C)C)C(C)C. Product: [Br:1][C:2]1[CH:3]=[CH:4][C:5]([C@@H:8]([N:10]2[CH2:15][CH2:14][C@:13]([CH2:22][C:23]([NH:27][CH2:28][C:29](=[O:31])[CH3:30])=[O:24])([C:16]3[CH:21]=[CH:20][CH:19]=[CH:18][CH:17]=3)[O:12][C:11]2=[O:26])[CH3:9])=[CH:6][CH:7]=1. The catalyst class is: 2. (6) Reactant: C(O)C.C(O)(=O)C.[C:8]([CH2:21][CH:22]([CH2:24][CH2:25][CH2:26][CH2:27][CH2:28][CH2:29][CH2:30][CH2:31][C:32]([OH:34])=[O:33])I)([C:11]([C:14]([C:17]([F:20])([F:19])[F:18])([F:16])[F:15])([F:13])[F:12])([F:10])[F:9]. Product: [C:8]([CH2:21][CH2:22][CH2:24][CH2:25][CH2:26][CH2:27][CH2:28][CH2:29][CH2:30][CH2:31][C:32]([OH:34])=[O:33])([C:11]([C:14]([C:17]([F:19])([F:20])[F:18])([F:16])[F:15])([F:13])[F:12])([F:10])[F:9]. The catalyst class is: 739.